Dataset: Full USPTO retrosynthesis dataset with 1.9M reactions from patents (1976-2016). Task: Predict the reactants needed to synthesize the given product. (1) Given the product [CH3:1][C:2]1[CH:3]=[CH:4][C:5]([C:6]([N:8]=[C:9]2[N:13]([CH2:29][C:30]([O:32][CH2:33][CH3:34])=[O:31])[C:12]3[C:14]([O:18][CH3:19])=[CH:15][CH:16]=[CH:17][C:11]=3[S:10]2)=[O:7])=[CH:20][CH:21]=1, predict the reactants needed to synthesize it. The reactants are: [CH3:1][C:2]1[CH:21]=[CH:20][C:5]([C:6]([NH:8][C:9]2[S:10][C:11]3[CH:17]=[CH:16][CH:15]=[C:14]([O:18][CH3:19])[C:12]=3[N:13]=2)=[O:7])=[CH:4][CH:3]=1.C(=O)([O-])[O-].[K+].[K+].Br[CH2:29][C:30]([O:32][CH2:33][CH3:34])=[O:31]. (2) Given the product [F:8][C:9]1[C:19]([CH2:20][OH:21])=[CH:18][C:12]2[NH:13][C:14](=[O:17])[CH2:15][O:16][C:11]=2[C:10]=1[F:23], predict the reactants needed to synthesize it. The reactants are: C(N(CC)CC)C.[F:8][C:9]1[C:19]([C:20](O)=[O:21])=[CH:18][C:12]2[NH:13][C:14](=[O:17])[CH2:15][O:16][C:11]=2[C:10]=1[F:23].ClC(OCC(C)C)=O. (3) The reactants are: C([O:4][C@H:5]1[CH2:22][CH2:21][C@@:20]2([CH3:23])[C@@H:7]([CH2:8][CH2:9][C@:10]3([CH3:42])[C@@H:19]2[CH2:18][CH2:17][C@H:16]2[C@@:11]3([CH3:41])[CH2:12][CH2:13][C@@:14]3([C:31]([N:33]4[CH2:38][CH2:37][CH:36]([O:39][CH3:40])[CH2:35][CH2:34]4)=[O:32])[CH2:26][CH2:25][C@@H:24]([C:27]4([CH3:30])[CH2:29][CH2:28]4)[C@@H:15]32)[C:6]1([CH3:44])[CH3:43])(=O)C.[OH-].[Na+]. Given the product [OH:4][C@H:5]1[CH2:22][CH2:21][C@@:20]2([CH3:23])[C@@H:7]([CH2:8][CH2:9][C@:10]3([CH3:42])[C@@H:19]2[CH2:18][CH2:17][C@H:16]2[C@@:11]3([CH3:41])[CH2:12][CH2:13][C@@:14]3([C:31]([N:33]4[CH2:34][CH2:35][CH:36]([O:39][CH3:40])[CH2:37][CH2:38]4)=[O:32])[CH2:26][CH2:25][C@@H:24]([C:27]4([CH3:30])[CH2:29][CH2:28]4)[C@@H:15]32)[C:6]1([CH3:44])[CH3:43], predict the reactants needed to synthesize it. (4) Given the product [OH:37][C:34]([C:29]1[CH:28]=[C:27]2[C:32]([C:33]3[C:21]([B:44]4[O:45][C:46]([CH3:48])([CH3:47])[C:42]([CH3:58])([CH3:41])[O:43]4)=[CH:22][CH:23]=[C:24]([C:38]([NH2:40])=[O:39])[C:25]=3[NH:26]2)=[CH:31][CH:30]=1)([CH3:36])[CH3:35], predict the reactants needed to synthesize it. The reactants are: C1(P(C2CCCCC2)C2CCCCC2)CCCCC1.Br[C:21]1[C:33]2[C:32]3[C:27](=[CH:28][C:29]([C:34]([OH:37])([CH3:36])[CH3:35])=[CH:30][CH:31]=3)[NH:26][C:25]=2[C:24]([C:38]([NH2:40])=[O:39])=[CH:23][CH:22]=1.[CH3:41][C:42]1([CH3:58])[C:46]([CH3:48])([CH3:47])[O:45][B:44]([B:44]2[O:45][C:46]([CH3:48])([CH3:47])[C:42]([CH3:58])([CH3:41])[O:43]2)[O:43]1.C([O-])(=O)C.[K+]. (5) The reactants are: [CH2:1]([N:8]1[C:13](=[O:14])[CH:12]=[C:11](I)[CH:10]=[N:9]1)[C:2]1[CH:7]=[CH:6][CH:5]=[CH:4][CH:3]=1.[F:16][C:17]1[CH:22]=[CH:21][C:20](B(O)O)=[CH:19][CH:18]=1.C(=O)([O-])[O-].[K+].[K+].C(OCC)(=O)C. Given the product [CH2:1]([N:8]1[C:13](=[O:14])[CH:12]=[C:11]([C:20]2[CH:21]=[CH:22][C:17]([F:16])=[CH:18][CH:19]=2)[CH:10]=[N:9]1)[C:2]1[CH:7]=[CH:6][CH:5]=[CH:4][CH:3]=1, predict the reactants needed to synthesize it. (6) Given the product [NH2:10][C:3]1[C:2]([CH3:1])=[CH:7][C:6]([OH:8])=[CH:5][C:4]=1[OH:9], predict the reactants needed to synthesize it. The reactants are: [CH3:1][C:2]1[C:3]([N+:10]([O-])=O)=[C:4]([OH:9])[CH:5]=[C:6]([OH:8])[CH:7]=1.[H][H].